Dataset: Full USPTO retrosynthesis dataset with 1.9M reactions from patents (1976-2016). Task: Predict the reactants needed to synthesize the given product. (1) Given the product [F:61][C:46]([F:45])([F:60])[C:47]1[CH:59]=[CH:58][CH:57]=[CH:56][C:48]=1[O:49][CH:50]1[CH2:55][CH2:54][N:53]([C:35]2[CH:44]=[CH:43][C:38]([C:39]([O:41][CH3:42])=[O:40])=[CH:37][CH:36]=2)[CH2:52][CH2:51]1, predict the reactants needed to synthesize it. The reactants are: P([O-])([O-])([O-])=O.[K+].[K+].[K+].C1(P(C2CCCCC2)C2C=CC=CC=2C2C=CC=CC=2)CCCCC1.Br[C:35]1[CH:44]=[CH:43][C:38]([C:39]([O:41][CH3:42])=[O:40])=[CH:37][CH:36]=1.[F:45][C:46]([F:61])([F:60])[C:47]1[CH:59]=[CH:58][CH:57]=[CH:56][C:48]=1[O:49][CH:50]1[CH2:55][CH2:54][NH:53][CH2:52][CH2:51]1. (2) Given the product [CH2:16]([O:15][C:13]([C:12]1[C:11]([C:1]2[C:10]3[C:5](=[CH:6][CH:7]=[CH:8][CH:9]=3)[CH:4]=[CH:3][CH:2]=2)=[CH:30][NH:29][CH:28]=1)=[O:14])[CH3:17], predict the reactants needed to synthesize it. The reactants are: [C:1]1([CH:11]=[CH:12][C:13]([O:15][CH2:16][CH3:17])=[O:14])[C:10]2[C:5](=[CH:6][CH:7]=[CH:8][CH:9]=2)[CH:4]=[CH:3][CH:2]=1.S([CH2:28][N+:29]#[C-:30])(C1C=CC(C)=CC=1)(=O)=O.CC(C)([O-])C.[K+].O. (3) Given the product [OH:5][CH:3]([CH3:4])[CH2:2][NH:1][C:15](=[O:22])[C:16]1[CH:21]=[CH:20][CH:19]=[CH:18][CH:17]=1, predict the reactants needed to synthesize it. The reactants are: [NH2:1][CH2:2][CH:3]([OH:5])[CH3:4].CCN(C(C)C)C(C)C.[C:15](Cl)(=[O:22])[C:16]1[CH:21]=[CH:20][CH:19]=[CH:18][CH:17]=1. (4) Given the product [CH2:11]([O:13][C:14](=[O:20])[CH2:15][C:16](=[O:19])[CH2:17][O:10][CH2:9][C:3]1[CH:8]=[CH:7][CH:6]=[CH:5][CH:4]=1)[CH3:12], predict the reactants needed to synthesize it. The reactants are: [H-].[Na+].[C:3]1([CH2:9][OH:10])[CH:8]=[CH:7][CH:6]=[CH:5][CH:4]=1.[CH2:11]([O:13][C:14](=[O:20])[CH2:15][C:16](=[O:19])[CH2:17]Cl)[CH3:12].O. (5) Given the product [Br:1][C:2]1[N:7]=[CH:6][C:5]([NH:8][C:9](=[O:10])[O:11][C:12]([CH3:15])([CH3:14])[CH3:13])=[CH:4][CH:3]=1, predict the reactants needed to synthesize it. The reactants are: [Br:1][C:2]1[N:7]=[CH:6][C:5]([NH2:8])=[CH:4][CH:3]=1.[C:9](O[C:9]([O:11][C:12]([CH3:15])([CH3:14])[CH3:13])=[O:10])([O:11][C:12]([CH3:15])([CH3:14])[CH3:13])=[O:10].C(N(CC)CC)C. (6) Given the product [F:1][CH2:2][CH2:3][N:4]([CH3:16])[C:5](=[O:11])[O:6][C:7]([CH3:8])([CH3:10])[CH3:9], predict the reactants needed to synthesize it. The reactants are: [F:1][CH2:2][CH2:3][NH:4][C:5](=[O:11])[O:6][C:7]([CH3:10])([CH3:9])[CH3:8].[H-].[Na+].IC.[C:16](OCC)(=O)C.